Dataset: M1 muscarinic receptor antagonist screen with 61,756 compounds. Task: Binary Classification. Given a drug SMILES string, predict its activity (active/inactive) in a high-throughput screening assay against a specified biological target. The result is 0 (inactive). The molecule is O=C(NC1CCCCC1)CC(C(CCCCC)C(O)=O)C.